Dataset: Full USPTO retrosynthesis dataset with 1.9M reactions from patents (1976-2016). Task: Predict the reactants needed to synthesize the given product. Given the product [C:13]([O:12][C:10]([N:5]1[CH2:6][C@H:2]([OH:1])[CH2:3][C@@H:4]1[C:7]([OH:9])=[O:8])=[O:11])([CH3:16])([CH3:15])[CH3:14], predict the reactants needed to synthesize it. The reactants are: [OH:1][C@H:2]1[CH2:6][NH:5][C@@H:4]([C:7]([OH:9])=[O:8])[CH2:3]1.[C:10](O[C:10]([O:12][C:13]([CH3:16])([CH3:15])[CH3:14])=[O:11])([O:12][C:13]([CH3:16])([CH3:15])[CH3:14])=[O:11].